From a dataset of Full USPTO retrosynthesis dataset with 1.9M reactions from patents (1976-2016). Predict the reactants needed to synthesize the given product. (1) Given the product [CH2:11]([O:13][CH2:14][C:15]1[N:16]([CH2:29][CH:30]=[O:31])[C:17]2[C:22]([CH3:23])=[C:21]([CH3:24])[N:20]3[N:25]=[N:26][N:27]=[C:19]3[C:18]=2[N:28]=1)[CH3:12], predict the reactants needed to synthesize it. The reactants are: CS(C)=O.C(Cl)(=O)C(Cl)=O.[CH2:11]([O:13][CH2:14][C:15]1[N:16]([CH2:29][CH2:30][OH:31])[C:17]2[C:22]([CH3:23])=[C:21]([CH3:24])[N:20]3[N:25]=[N:26][N:27]=[C:19]3[C:18]=2[N:28]=1)[CH3:12].C(N(CC)CC)C. (2) Given the product [OH:16][C:17]1[CH:18]=[C:19]([CH:34]=[CH:35][CH:36]=1)[CH2:20][NH:21][C:22]([C:24]1[CH:25]=[C:26]2[C:31](=[CH:32][CH:33]=1)[N:30]=[CH:29][CH:28]=[CH:27]2)=[O:23], predict the reactants needed to synthesize it. The reactants are: C1(SC)C=CC=CC=1.C([O:16][C:17]1[CH:18]=[C:19]([CH:34]=[CH:35][CH:36]=1)[CH2:20][NH:21][C:22]([C:24]1[CH:25]=[C:26]2[C:31](=[CH:32][CH:33]=1)[N:30]=[CH:29][CH:28]=[CH:27]2)=[O:23])C1C=CC=CC=1.FC(F)(F)C(O)=O. (3) Given the product [CH2:1]([O:5][C:6](=[O:21])[CH2:7][CH2:8][C:9]1[CH:14]=[CH:13][C:12]([O:15][C:16]([F:18])([F:19])[F:17])=[C:11]([F:20])[CH:10]=1)[CH2:2][CH2:3][CH3:4], predict the reactants needed to synthesize it. The reactants are: [CH2:1]([O:5][C:6](=[O:21])/[CH:7]=[CH:8]/[C:9]1[CH:14]=[CH:13][C:12]([O:15][C:16]([F:19])([F:18])[F:17])=[C:11]([F:20])[CH:10]=1)[CH2:2][CH2:3][CH3:4]. (4) Given the product [Br:21][CH2:22][C:23]([NH:13][C:12]1[C:14]([N+:18]([O-:20])=[O:19])=[CH:15][CH:16]=[CH:17][C:11]=1[O:10][CH3:9])=[O:24], predict the reactants needed to synthesize it. The reactants are: [H-].[Na+].CCCCCC.[CH3:9][O:10][C:11]1[CH:17]=[CH:16][CH:15]=[C:14]([N+:18]([O-:20])=[O:19])[C:12]=1[NH2:13].[Br:21][CH2:22][C:23](Br)=[O:24]. (5) Given the product [F:26][C:18]1[C:19]([N+:23]([O-:25])=[O:24])=[CH:20][C:21]2[CH:22]=[C:14]3[C:11]([CH3:13])([CH3:12])[CH2:10][CH2:9][N:15]3[C:16]=2[CH:17]=1, predict the reactants needed to synthesize it. The reactants are: [Si](O[CH2:9][CH2:10][C:11]([C:14]1[NH:15][C:16]2[C:21]([CH:22]=1)=[CH:20][C:19]([N+:23]([O-:25])=[O:24])=[C:18]([F:26])[CH:17]=2)([CH3:13])[CH3:12])(C(C)(C)C)(C)C.CC1C=CC(S(OC[C@@H]2COC(C)(C)O2)(=O)=O)=CC=1.C([O-])([O-])=O.[Cs+].[Cs+]. (6) Given the product [Cl:30][C:29]1[C:24]([C:11]2[CH:12]=[C:13]3[C:17](=[C:9]([O:37][CH2:34][CH2:40][CH2:39][N:41]([CH3:44])[CH3:42])[CH:10]=2)[NH:16][N:15]=[C:14]3[NH:18][C:19]2[S:20][CH:21]=[CH:22][N:23]=2)=[N:25][CH:26]=[CH:27][CH:28]=1, predict the reactants needed to synthesize it. The reactants are: Cl.Cl.Cl.NCCCO[C:9]1[CH:10]=[C:11]([C:24]2[C:29]([Cl:30])=[CH:28][CH:27]=[CH:26][N:25]=2)[CH:12]=[C:13]2[C:17]=1[NH:16][N:15]=[C:14]2[NH:18][C:19]1[S:20][CH:21]=[CH:22][N:23]=1.C=O.[Na].[C:34](=[O:37])([O-])O.[Na+].[CH2:39]([N:41]([CH2:44]C)[CH2:42]C)[CH3:40]. (7) Given the product [Cl:22][C:21]1[C:16]([O:1][C:2]2[CH:7]=[CH:6][C:5]([OH:8])=[CH:4][CH:3]=2)=[N:17][CH:18]=[C:19]([C:23]([F:25])([F:24])[F:26])[CH:20]=1, predict the reactants needed to synthesize it. The reactants are: [OH:1][C:2]1[CH:7]=[CH:6][C:5]([OH:8])=[CH:4][CH:3]=1.C(=O)([O-])[O-].[K+].[K+].Cl[C:16]1[C:21]([Cl:22])=[CH:20][C:19]([C:23]([F:26])([F:25])[F:24])=[CH:18][N:17]=1.